This data is from Experimentally validated miRNA-target interactions with 360,000+ pairs, plus equal number of negative samples. The task is: Binary Classification. Given a miRNA mature sequence and a target amino acid sequence, predict their likelihood of interaction. (1) The miRNA is hsa-miR-4318 with sequence CACUGUGGGUACAUGCU. The protein sequence of the target gene is MSLPFYQRCHQHYDLSYRNKDVRSTVSHYQREKKRSAVYTQGSTAYSSRSSAAHRRESEAFRRASASSSQQQASQHALSSEVSRKAASAYDYGSSHGLTDSSLLLDDYSSKLSPKPKRAKHSLLSGEEKENLPSDYMVPIFSGRQKHVSGITDTEEERIKEAAAYIAQRNLLASEEGITTSKQSTASKQTTASKQSTASKQSTASKQSTASRQSTASRQSVVSKQATSALQQEETSEKKSRKVVIREKAERLSLRKTLEETETYHAKLNEDHLLHAPEFIIKPRSHTVWEKENVKLHCSI.... Result: 0 (no interaction). (2) The miRNA is hsa-miR-4460 with sequence AUAGUGGUUGUGAAUUUACCUU. The protein sequence of the target gene is MEPAGPAPGRLGPLLCLLLAASCAWSGVAGEEELQVIQPDKSVLVAAGETATLRCTATSLIPVGPIQWFRGAGPGRELIYNQKEGHFPRVTTVSDLTKRNNMDFSIRIGNITPADAGTYYCVKFRKGSPDDVEFKSGAGTELSVRAKPSAPVVSGPAARATPQHTVSFTCESHGFSPRDITLKWFKNGNELSDFQTNVDPVGESVSYSIHSTAKVVLTREDVHSQVICEVAHVTLQGDPLRGTANLSETIRVPPTLEVTQQPVRAENQVNVTCQVRKFYPQRLQLTWLENGNVSRTETAS.... Result: 1 (interaction). (3) The miRNA is hsa-let-7d-3p with sequence CUAUACGACCUGCUGCCUUUCU. The protein sequence of the target gene is MGNENSTSDHQRTSSVQSPRSLQPPGKSQSLQKQQGDLPGSCAGSIPGTDDVIQPAAPVDPGHPPLAGIGSNQGEVCTSLQLSYTIVTVQSASPSAARASPAPLAPEHTASAPSAAGPGVEVTPTGSPQHLAKNEPRSSDSEEAFETPESTTPVKAPPAPPPPPPEVTPEPEVIDPPAPEEPGCISEPPVVVPDGPRSSESVEGSPFRPSHSSSAVFDEDKPIASSGTYNLDFDSIELVDNFQSLEPCSADSKGQECKVSTRRKSTESVPPSKSTLSRSLSLQASDFDGASCPGSPEAGT.... Result: 0 (no interaction). (4) The miRNA is hsa-miR-518c-3p with sequence CAAAGCGCUUCUCUUUAGAGUGU. The protein sequence of the target gene is MSIALKQVFNKDKTFRPKRKFEPGTQRFELHKRAQASLNSGVDLKAAVQLPSGEDQNDWVAVHVVDFFNRINLIYGTICEFCTERTCPVMSGGPKYEYRWQDDLKYKKPTALPAPQYMNLLMDWIEVQINNEEIFPTCVGVPFPKNFLQICKKILCRLFRVFVHVYIHHFDRVIVMGAEAHVNTCYKHFYYFVTEMNLIDRKELEPLKEMTSRMCH. Result: 0 (no interaction). (5) The miRNA is hsa-miR-33a-3p with sequence CAAUGUUUCCACAGUGCAUCAC. The protein sequence of the target gene is MLQACKMEGFSLTAPPSDDLVTYDSELYQRPMHDYYSFVGSDGESHSDHYWDFSAHHVHNNEFENFPENHFTELQSVQPPQLQQLYRHMELEQMHVLDTPMVPPHTGLSHQVSYMPRMCFPYQTLSPAHQQSSDEEEGERQSPPLEVSDGEADGLEPGPGLLHGETGSKKKIRLYQFLLDLLRSGDMKDSIWWVDKDKGTFQFSSKHKEALAHRWGIQKGNRKKMTYQKMARALRNYGKTGEVKKVKKKLTYQFSGEVLGRGGLAERRLPPH. Result: 0 (no interaction). (6) The miRNA is mmu-miR-3470a with sequence UCACUUUGUAGACCAGGCUGG. The protein sequence of the target gene is MGGEAGCAAAVGAEGRVKSLGLVFEDERKGCYSSGETVAGHVLLEASEPVALRALRLEAQGRATAAWGPSTCPRASASTAALAVFSEVEYLNVRLSLREPPAGEGIILLQPGKHEFPFRFQLPSEPLVTSFTGKYGSIQYCVRAVLERPKVPDQSVKRELQVVSHVDVNTPALLTPVLKTQEKMVGCWFFTSGPVSLSAKIERKGYCNGEAIPIYAEIENCSSRLIVPKAAIFQTQTYLASGKTKTIRHMVANVRGNHIASGSTDTWNGKTLKIPPVTPSILDCCIIRVDYSLAVYIHIP.... Result: 0 (no interaction). (7) The miRNA is bta-miR-93 with sequence CAAAGUGCUGUUCGUGCAGGUA. The protein sequence of the target gene is MATAVSRPCAGRSRDILWRVLGWRIVASIVWSVLFLPICTTVFIIFSRIDLFHPIQWLSDSFSDLYSSYVIFYFLLLSVVIIIISIFNVEFYAVVPSIPCSRLALIGKIIHPQQLMHSFIHAAMGMVMAWCAAVITQGQYSFLVVPCTGTNSFGSPAAQTCLNEYHLFFLLTGAFMGYSYSLLYFVNNMNYLPFPIIQQYKFLRFRRSLLLLVKHSCVESLFLVRNFCILYYFLGYIPKAWISTAMNLHIDEQVHRPLDTVSGLLNLSLLYHVWLCGVFLLTTWYVSWILFKIYATEAHV.... Result: 0 (no interaction). (8) The miRNA is hsa-miR-1271-5p with sequence CUUGGCACCUAGCAAGCACUCA. The protein sequence of the target gene is MSPPTVPPMGVDGVSAYLMKKRHTHRKQRRKPTFLTRRNIVGCRIQHGWKEGNEPVEQWKGTVLEQVSVKPTLYIIKYDGKDSVYGLELHRDKRVLALEILPERVPTPRIDSRLADSLIGKAVEHVFEGEHGTKDEWKGMVLARAPVMDTWFYITYEKDPVLYMYTLLDDYKDGDLRIIPDSNYYFPTAEQEPGEVVDSLVGKQVEHAKDDGSKRTGIFIHQVVAKPSVYFIKFDDDIHIYVYGLVKTP. Result: 1 (interaction). (9) The miRNA is hsa-miR-5193 with sequence UCCUCCUCUACCUCAUCCCAGU. The protein sequence of the target gene is MAWVLKMDEVIESGLVHDFDASLSGIGQELGAGAYSMSDVLALPIFKQEDSSLPLDGETEHPPFQYVMCAATSPAVKLHDETLTYLNQGQSYEIRMLDNRKMGDMPEINGKLVKSIIRVVFHDRRLQYTEHQQLEGWKWNRPGDRLLDLDIPMSVGIIDTRTNPSQLNAVEFLWDPAKRTSAFIQVHCISTEFTPRKHGGEKGVPFRIQVDTFKQNENGEYTDHLHSASCQIKVFKPKGADRKQKTDREKMEKRTAHEKEKYQPSYDTTILTEMRLEPIIEDAVEHEQKKSSKRTLPADY.... Result: 0 (no interaction).